This data is from Reaction yield outcomes from USPTO patents with 853,638 reactions. The task is: Predict the reaction yield, written as a fraction of the theoretical maximum amount of product (1.0 means a 100% yield; for example, 0.34 means a 34% yield). (1) The reactants are [CH2:1]([N:8]1[CH2:13][CH2:12][C:11](=O)[CH2:10][CH2:9]1)[C:2]1[CH:7]=[CH:6][CH:5]=[CH:4][CH:3]=1.C(OP([CH2:23][C:24]1[CH:29]=[CH:28][C:27]([C:30]#[N:31])=[CH:26][CH:25]=1)(=O)OCC)C.CN(C)C=O.C(O)C. The catalyst is O. The product is [CH2:1]([N:8]1[CH2:13][CH2:12][C:11](=[CH:23][C:24]2[CH:29]=[CH:28][C:27]([C:30]#[N:31])=[CH:26][CH:25]=2)[CH2:10][CH2:9]1)[C:2]1[CH:7]=[CH:6][CH:5]=[CH:4][CH:3]=1. The yield is 0.870. (2) The reactants are [C:1]([O:5][C:6]([N:8]1[CH2:13][CH2:12][C:11]2[NH:14][N:15]=[C:16]([C:17]3[CH:22]=[CH:21][C:20]([Cl:23])=[C:19]([CH3:24])[CH:18]=3)[C:10]=2[CH2:9]1)=[O:7])([CH3:4])([CH3:3])[CH3:2].[CH2:25]([CH:27]1[O:29][CH2:28]1)Cl.C(=O)([O-])[O-].[Cs+].[Cs+]. The catalyst is CN(C=O)C.CCOC(C)=O. The product is [C:1]([O:5][C:6]([N:8]1[CH2:13][CH2:12][C:11]2[N:14]([CH2:25][CH:27]3[CH2:28][O:29]3)[N:15]=[C:16]([C:17]3[CH:22]=[CH:21][C:20]([Cl:23])=[C:19]([CH3:24])[CH:18]=3)[C:10]=2[CH2:9]1)=[O:7])([CH3:4])([CH3:3])[CH3:2]. The yield is 0.570. (3) The reactants are [CH3:1][O:2][C:3](=[O:17])[NH:4][C:5]1[CH:10]=[C:9]([C:11]([F:14])([F:13])[F:12])[C:8]([F:15])=[CH:7][C:6]=1I.[C:18]([Si:22]([CH3:29])([CH3:28])[O:23][CH:24]([CH3:27])[C:25]#[CH:26])([CH3:21])([CH3:20])[CH3:19].O=O.Cl. The catalyst is C(N(CC)CC)C.Cl[Pd](Cl)([P](C1C=CC=CC=1)(C1C=CC=CC=1)C1C=CC=CC=1)[P](C1C=CC=CC=1)(C1C=CC=CC=1)C1C=CC=CC=1.[Cu]I. The product is [CH3:1][O:2][C:3](=[O:17])[NH:4][C:5]1[CH:10]=[C:9]([C:11]([F:14])([F:13])[F:12])[C:8]([F:15])=[CH:7][C:6]=1[C:26]#[C:25][CH:24]([O:23][Si:22]([C:18]([CH3:19])([CH3:21])[CH3:20])([CH3:29])[CH3:28])[CH3:27]. The yield is 1.00. (4) The reactants are Cl[C:2]1[C:7]([N+:8]([O-:10])=[O:9])=[CH:6][NH:5][C:4](=[O:11])[CH:3]=1.[F:12][C:13]1[CH:19]=[C:18]([I:20])[CH:17]=[CH:16][C:14]=1[NH2:15].O. The catalyst is CCO.Cl. The product is [F:12][C:13]1[CH:19]=[C:18]([I:20])[CH:17]=[CH:16][C:14]=1[NH:15][C:2]1[C:7]([N+:8]([O-:10])=[O:9])=[CH:6][NH:5][C:4](=[O:11])[CH:3]=1. The yield is 0.450.